From a dataset of Catalyst prediction with 721,799 reactions and 888 catalyst types from USPTO. Predict which catalyst facilitates the given reaction. (1) Reactant: [PH:1]([C:6]([CH3:9])([CH3:8])[CH3:7])[C:2]([CH3:5])([CH3:4])[CH3:3].Br[C:11]1[CH:19]=[CH:18][CH:17]=[CH:16][C:12]=1[N:13]([CH3:15])[CH3:14]. Product: [C:2]([P:1]([C:6]([CH3:9])([CH3:8])[CH3:7])[C:11]1[CH:19]=[CH:18][CH:17]=[CH:16][C:12]=1[N:13]([CH3:15])[CH3:14])([CH3:5])([CH3:4])[CH3:3]. The catalyst class is: 45. (2) Reactant: [CH2:1]([C:8]1[O:12][C:11]([CH:13]=O)=[CH:10][CH:9]=1)[C:2]1[CH:7]=[CH:6][CH:5]=[CH:4][CH:3]=1.[NH3:15].CO. Product: [CH2:1]([C:8]1[O:12][C:11]([CH2:13][NH2:15])=[CH:10][CH:9]=1)[C:2]1[CH:7]=[CH:6][CH:5]=[CH:4][CH:3]=1. The catalyst class is: 181. (3) Reactant: [H-].[K+].Br[C:4]1[CH:12]=[C:11]2[C:7]([CH:8]=[CH:9][NH:10]2)=[CH:6][CH:5]=1.[H][H].[Li]C(C)(C)C.[N:20]12[CH2:28][CH2:27][CH2:26][CH:25]1[CH2:24][C:23](=[O:29])[CH2:22][CH2:21]2. Product: [OH:29][C:23]1([C:4]2[CH:12]=[C:11]3[C:7]([CH:8]=[CH:9][NH:10]3)=[CH:6][CH:5]=2)[CH2:24][CH:25]2[N:20]([CH2:28][CH2:27][CH2:26]2)[CH2:21][CH2:22]1. The catalyst class is: 7. (4) Reactant: [Cl:1][C:2]1[CH:3]=[C:4]2[C:10](I)=[CH:9][N:8]([Si](C(C)C)(C(C)C)C(C)C)[C:5]2=[N:6][CH:7]=1.C([Mg]Cl)(C)C.[CH2:27]([N:29]1[C:33]([CH:34]=[O:35])=[CH:32][C:31]([NH:36][CH2:37][C:38]2[CH:43]=[CH:42][C:41]([F:44])=[CH:40][CH:39]=2)=[N:30]1)[CH3:28]. Product: [Cl:1][C:2]1[CH:3]=[C:4]2[C:10]([CH:34]([C:33]3[N:29]([CH2:27][CH3:28])[N:30]=[C:31]([NH:36][CH2:37][C:38]4[CH:43]=[CH:42][C:41]([F:44])=[CH:40][CH:39]=4)[CH:32]=3)[OH:35])=[CH:9][NH:8][C:5]2=[N:6][CH:7]=1. The catalyst class is: 7. (5) Reactant: [CH3:1][C:2]1[S:11][C:5]2[N:6]=[CH:7][N:8]=[C:9]([OH:10])[C:4]=2[CH:3]=1.[Br:12]Br. Product: [Br:12][C:3]1[C:4]2[C:9]([OH:10])=[N:8][CH:7]=[N:6][C:5]=2[S:11][C:2]=1[CH3:1]. The catalyst class is: 15. (6) Reactant: C([O-])([O-])=O.[K+].[K+].C([O:9][C:10]([C:12]1[O:16][C:15]([CH2:17][O:18][C:19]2[CH:24]=[CH:23][CH:22]=[CH:21][CH:20]=2)=[N:14][C:13]=1[CH2:25][CH2:26][NH2:27])=O)C. Product: [O:18]([CH2:17][C:15]1[O:16][C:12]2[C:10](=[O:9])[NH:27][CH2:26][CH2:25][C:13]=2[N:14]=1)[C:19]1[CH:24]=[CH:23][CH:22]=[CH:21][CH:20]=1. The catalyst class is: 38.